Dataset: Drug-target binding data from BindingDB using IC50 measurements. Task: Regression. Given a target protein amino acid sequence and a drug SMILES string, predict the binding affinity score between them. We predict pIC50 (pIC50 = -log10(IC50 in M); higher means more potent). Dataset: bindingdb_ic50. (1) The small molecule is Cc1cccc(C)c1/C=C\c1cccc(CCCN2CCNCC2)c1. The target protein (P12271) has sequence MSEGVGTFRMVPEEEQELRAQLEQLTTKDHGPVFGPCSQLPRHTLQKAKDELNEREETREEAVRELQEMVQAQAASGEELAVAVAERVQEKDSGFFLRFIRARKFNVGRAYELLRGYVNFRLQYPELFDSLSPEAVRCTIEAGYPGVLSSRDKYGRVVMLFNIENWQSQEITFDEILQAYCFILEKLLENEETQINGFCIIENFKGFTMQQAASLRTSDLRKMVDMLQDSFPARFKAIHFIHQPWYFTTTYNVVKPFLKSKLLERVFVHGDDLSGFYQEIDENILPSDFGGTLPKYDGKAVAEQLFGPQAQAENTAF. The pIC50 is 3.3. (2) The drug is CC(C)CC(N)[C@@H](O)C(=O)N1CCC[C@H]1C(=O)N[C@@H](C)C(N)=O. The target protein (Q9NQW7) has sequence MPPKVTSELLRQLRQAMRNSEYVTEPIQAYIIPSGDAHQSEYIAPCDCRRAFVSGFDGSAGTAIITEEHAAMWTDGRYFLQAAKQMDSNWTLMKMGLKDTPTQEDWLVSVLPEGSRVGVDPLIIPTDYWKKMAKVLRSAGHHLIPVKENLVDKIWTDRPERPCKPLLTLGLDYTGISWKDKVADLRLKMAERNVMWFVVTALDEIAWLFNLRGSDVEHNPVFFSYAIIGLETIMLFIDGDRIDAPSVKEHLLLDLGLEAEYRIQVHPYKSILSELKALCADLSPREKVWVSDKASYAVSETIPKDHRCCMPYTPICIAKAVKNSAESEGMRRAHIKDAVALCELFNWLEKEVPKGGVTEISAADKAEEFRRQQADFVDLSFPTISSTGPNGAIIHYAPVPETNRTLSLDEVYLIDSGAQYKDGTTDVTRTMHFGTPTAYEKECFTYVLKGHIAVSAAVFPTGTKGHLLDSFARSALWDSGLDYLHGTGHGVGSFLNVHEG.... The pIC50 is 4.6. (3) The compound is CN(C)CCOc1ccc(-c2c(-c3ccc(O)cc3)sc3cc(O)ccc23)cc1. The target protein sequence is MLQKKPYNGLHEKELNQINQQDGSPCVAISAPGCFIKGSNLFSEKRAGNRVRFFTTGRDYFSDLASALDSASSSIFITGWQVNYDVLLDGRRSLWQCLRQALERSPALKVYVMPWLSPSGSLGTYDFETMLAVFQLNAGLEGGARAFCTPAIQQSDMQGLGVAFSHHQKSVVIDNRIGYVGGIDLAYGRRDDNDFSLDASGRRGNDAYNPGLPHLGWMAEDEHVSSMGLMMATLFDLSRPLASLTLHAPTLRLSPFPHIAASDEPLLSIPLAPSRARALNGGAYLSDLFRSPMLPSLQWLGRAYNSSKEGLDEGFERLDALRRQMVASSIRAIANLIADNLDALPIEPELERRLRAWLEELRTAALNLPEALRIKSLLLINQWMSETELGQVLTLISGKGFEDIPQNLSGKAGELAGSLFWTLHRLLQARAGGHQQPYRYLDEAPQPLASPDNARLAADQPRMPWQDVHCRIEGPSVYDLARNFIDRWNGQQAYLAKTPA.... The pIC50 is 5.0. (4) The small molecule is CN[C@@H]1C[C@H]2O[C@@](C)([C@@H]1OC)n1c3ccccc3c3c4c(c5c6ccccc6n2c5c31)C(=O)NC4. The target protein sequence is MGNAAAAKKGSEQESVKEFLAKAKEDFLKKWENPAQNTAHLDQFERIKTIGTGSFGRVMLVKHMETGNHYAMKILDKQKVVKLKQIEHTLNEKRILQAVNFPFLVKLEFSFKDNSNLYMVMEYVPGGEMFSHLRRIGRFSEPHARFYAAQIVLTFEYLHSLDLIYRDLKPENLLIDQQGYIQVTDFGFAKRVKGRTWTLCGTPEYLAPEIILSKGYNKAVDWWALGVLIYEMAAGYPPFFADQPIQIYEKIVSGKVRFPSHFSSDLKDLLRNLLQVDLTKRFGNLKNGVNDIKNHKWFATTDWIAIYQRKVEAPFIPKFKGPGDTSNFDDYEEEEIRVSINEKCGKEFSEF. The pIC50 is 7.3.